Dataset: NCI-60 drug combinations with 297,098 pairs across 59 cell lines. Task: Regression. Given two drug SMILES strings and cell line genomic features, predict the synergy score measuring deviation from expected non-interaction effect. (1) Drug 1: C1=CC(=CC=C1CC(C(=O)O)N)N(CCCl)CCCl.Cl. Drug 2: C1CN(P(=O)(OC1)NCCCl)CCCl. Cell line: SK-MEL-2. Synergy scores: CSS=0.281, Synergy_ZIP=-0.0171, Synergy_Bliss=1.52, Synergy_Loewe=-3.76, Synergy_HSA=-1.64. (2) Drug 2: C1C(C(OC1N2C=NC3=C2NC=NCC3O)CO)O. Drug 1: C1=CC(=CC=C1CCCC(=O)O)N(CCCl)CCCl. Cell line: MALME-3M. Synergy scores: CSS=13.2, Synergy_ZIP=-5.98, Synergy_Bliss=-0.563, Synergy_Loewe=-3.72, Synergy_HSA=-0.677. (3) Drug 1: CS(=O)(=O)CCNCC1=CC=C(O1)C2=CC3=C(C=C2)N=CN=C3NC4=CC(=C(C=C4)OCC5=CC(=CC=C5)F)Cl. Cell line: MDA-MB-435. Synergy scores: CSS=4.62, Synergy_ZIP=1.05, Synergy_Bliss=3.83, Synergy_Loewe=1.43, Synergy_HSA=2.10. Drug 2: CCN(CC)CCNC(=O)C1=C(NC(=C1C)C=C2C3=C(C=CC(=C3)F)NC2=O)C. (4) Drug 1: C1CC(=O)NC(=O)C1N2C(=O)C3=CC=CC=C3C2=O. Drug 2: CC(C)NC(=O)C1=CC=C(C=C1)CNNC.Cl. Cell line: CCRF-CEM. Synergy scores: CSS=5.79, Synergy_ZIP=-5.35, Synergy_Bliss=-3.93, Synergy_Loewe=0.533, Synergy_HSA=0.527. (5) Drug 1: C1CCC(CC1)NC(=O)N(CCCl)N=O. Drug 2: CC(C1=C(C=CC(=C1Cl)F)Cl)OC2=C(N=CC(=C2)C3=CN(N=C3)C4CCNCC4)N. Cell line: K-562. Synergy scores: CSS=38.0, Synergy_ZIP=-11.7, Synergy_Bliss=-11.1, Synergy_Loewe=-20.0, Synergy_HSA=-10.7. (6) Drug 1: C1=NNC2=C1C(=O)NC=N2. Drug 2: C1C(C(OC1N2C=NC3=C2NC=NCC3O)CO)O. Cell line: HOP-62. Synergy scores: CSS=-0.0185, Synergy_ZIP=0.349, Synergy_Bliss=-1.69, Synergy_Loewe=-3.88, Synergy_HSA=-3.98.